From a dataset of Kinase inhibitor bioactivity data combining Ki, Kd, and IC50 measurements. Regression. Given a target protein amino acid sequence and a drug SMILES string, predict the binding affinity score between them. We predict KIBA score (integrated kinase binding score). Dataset: kiba. (1) The small molecule is O=C(NS(=O)(=O)c1ccc(NCCSc2ccc(O)cc2)c([N+](=O)[O-])c1)c1ccc(-c2ccc(F)cc2)cc1. The target protein (Q14012) has sequence MLGAVEGPRWKQAEDIRDIYDFRDVLGTGAFSEVILAEDKRTQKLVAIKCIAKEALEGKEGSMENEIAVLHKIKHPNIVALDDIYESGGHLYLIMQLVSGGELFDRIVEKGFYTERDASRLIFQVLDAVKYLHDLGIVHRDLKPENLLYYSLDEDSKIMISDFGLSKMEDPGSVLSTACGTPGYVAPEVLAQKPYSKAVDCWSIGVIAYILLCGYPPFYDENDAKLFEQILKAEYEFDSPYWDDISDSAKDFIRHLMEKDPEKRFTCEQALQHPWIAGDTALDKNIHQSVSEQIKKNFAKSKWKQAFNATAVVRHMRKLQLGTSQEGQGQTASHGELLTPVAGGPAAGCCCRDCCVEPGTELSPTLPHQL. The KIBA score is 11.2. (2) The target protein (Q12851) has sequence MALLRDVSLQDPRDRFELLQRVGAGTYGDVYKARDTVTSELAAVKIVKLDPGDDISSLQQEITILRECRHPNVVAYIGSYLRNDRLWICMEFCGGGSLQEIYHATGPLEERQIAYVCREALKGLHHLHSQGKIHRDIKGANLLLTLQGDVKLADFGVSGELTASVAKRRSFIGTPYWMAPEVAAVERKGGYNELCDVWALGITAIELGELQPPLFHLHPMRALMLMSKSSFQPPKLRDKTRWTQNFHHFLKLALTKNPKKRPTAEKLLQHPFTTQQLPRALLTQLLDKASDPHLGTPSPEDCELETYDMFPDTIHSRGQHGPAERTPSEIQFHQVKFGAPRRKETDPLNEPWEEEWTLLGKEELSGSLLQSVQEALEERSLTIRSASEFQELDSPDDTMGTIKRAPFLGPLPTDPPAEEPLSSPPGTLPPPPSGPNSSPLLPTAWATMKQREDPERSSCHGLPPTPKVHMGACFSKVFNGCPLRIHAAVTWIHPVTRDQF.... The compound is COc1cccc(Nc2ncnc3ccccc23)c1. The KIBA score is 10.6. (3) The compound is Nc1nccc2scc(-c3ccc(NC(=O)Nc4cccc(Cl)c4)cc3)c12. The target protein (P17948) has sequence MVSYWDTGVLLCALLSCLLLTGSSSGSKLKDPELSLKGTQHIMQAGQTLHLQCRGEAAHKWSLPEMVSKESERLSITKSACGRNGKQFCSTLTLNTAQANHTGFYSCKYLAVPTSKKKETESAIYIFISDTGRPFVEMYSEIPEIIHMTEGRELVIPCRVTSPNITVTLKKFPLDTLIPDGKRIIWDSRKGFIISNATYKEIGLLTCEATVNGHLYKTNYLTHRQTNTIIDVQISTPRPVKLLRGHTLVLNCTATTPLNTRVQMTWSYPDEKNKRASVRRRIDQSNSHANIFYSVLTIDKMQNKDKGLYTCRVRSGPSFKSVNTSVHIYDKAFITVKHRKQQVLETVAGKRSYRLSMKVKAFPSPEVVWLKDGLPATEKSARYLTRGYSLIIKDVTEEDAGNYTILLSIKQSNVFKNLTATLIVNVKPQIYEKAVSSFPDPALYPLGSRQILTCTAYGIPQPTIKWFWHPCNHNHSEARCDFCSNNEESFILDADSNMGN.... The KIBA score is 14.4. (4) The small molecule is Nc1nccn2c(C3CC(CN4CCCC4)C3)nc(-c3cccc(OCc4ccccc4)c3)c12. The target protein (Q9H3Y6) has sequence MEPFLRRRLAFLSFFWDKIWPAGGEPDHGTPGSLDPNTDPVPTLPAEPCSPFPQLFLALYDFTARCGGELSVRRGDRLCALEEGGGYIFARRLSGQPSAGLVPITHVAKASPETLSDQPWYFSGVSRTQAQQLLLSPPNEPGAFLIRPSESSLGGYSLSVRAQAKVCHYRVSMAADGSLYLQKGRLFPGLEELLTYYKANWKLIQNPLLQPCMPQKAPRQDVWERPHSEFALGRKLGEGYFGEVWEGLWLGSLPVAIKVIKSANMKLTDLAKEIQTLKGLRHERLIRLHAVCSGGEPVYIVTELMRKGNLQAFLGTPEGRALRLPPLLGFACQVAEGMSYLEEQRVVHRDLAARNVLVDDGLACKVADFGLARLLKDDIYSPSSSSKIPVKWTAPEAANYRVFSQKSDVWSFGVLLHEVFTYGQCPYEGMTNHETLQQIMRGYRLPRPAACPAEVYVLMLECWRSSPEERPSFATLREKLHAIHRCHP. The KIBA score is 11.9. (5) The small molecule is O=c1cc(-c2ccncc2)[nH]c(NC2CCCCC2)n1. The target protein (Q00535) has sequence MQKYEKLEKIGEGTYGTVFKAKNRETHEIVALKRVRLDDDDEGVPSSALREICLLKELKHKNIVRLHDVLHSDKKLTLVFEFCDQDLKKYFDSCNGDLDPEIVKSFLFQLLKGLGFCHSRNVLHRDLKPQNLLINRNGELKLADFGLARAFGIPVRCYSAEVVTLWYRPPDVLFGAKLYSTSIDMWSAGCIFAELANAGRPLFPGNDVDDQLKRIFRLLGTPTEEQWPSMTKLPDYKPYPMYPATTSLVNVVPKLNATGRDLLQNLLKCNPVQRISAEEALQHPYFSDFCPP. The KIBA score is 12.2. (6) The drug is Cc1c(C(=O)N2CCOc3ccc(-c4ccc(N)nc4)cc3C2)ccc(S(C)(=O)=O)c1F. The target protein (Q16644) has sequence MDGETAEEQGGPVPPPVAPGGPGLGGAPGGRREPKKYAVTDDYQLSKQVLGLGVNGKVLECFHRRTGQKCALKLLYDSPKARQEVDHHWQASGGPHIVCILDVYENMHHGKRCLLIIMECMEGGELFSRIQERGDQAFTEREAAEIMRDIGTAIQFLHSHNIAHRDVKPENLLYTSKEKDAVLKLTDFGFAKETTQNALQTPCYTPYYVAPEVLGPEKYDKSCDMWSLGVIMYILLCGFPPFYSNTGQAISPGMKRRIRLGQYGFPNPEWSEVSEDAKQLIRLLLKTDPTERLTITQFMNHPWINQSMVVPQTPLHTARVLQEDKDHWDEVKEEMTSALATMRVDYDQVKIKDLKTSNNRLLNKRRKKQAGSSSASQGCNNQ. The KIBA score is 11.1. (7) The compound is O=C(O)c1ccccc1Nc1ccnc(Nc2cccc(O)c2)n1. The target protein (P51617) has sequence MAGGPGPGEPAAPGAQHFLYEVPPWVMCRFYKVMDALEPADWCQFAALIVRDQTELRLCERSGQRTASVLWPWINRNARVADLVHILTHLQLLRARDIITAWHPPAPLPSPGTTAPRPSSIPAPAEAEAWSPRKLPSSASTFLSPAFPGSQTHSGPELGLVPSPASLWPPPPSPAPSSTKPGPESSVSLLQGARPFPFCWPLCEISRGTHNFSEELKIGEGGFGCVYRAVMRNTVYAVKRLKENADLEWTAVKQSFLTEVEQLSRFRHPNIVDFAGYCAQNGFYCLVYGFLPNGSLEDRLHCQTQACPPLSWPQRLDILLGTARAIQFLHQDSPSLIHGDIKSSNVLLDERLTPKLGDFGLARFSRFAGSSPSQSSMVARTQTVRGTLAYLPEEYIKTGRLAVDTDTFSFGVVVLETLAGQRAVKTHGARTKYLKDLVEEEAEEAGVALRSTQSTLQAGLAADAWAAPIAMQIYKKHLDPRPGPCPPELGLGLGQLACCC.... The KIBA score is 12.7.